This data is from Catalyst prediction with 721,799 reactions and 888 catalyst types from USPTO. The task is: Predict which catalyst facilitates the given reaction. (1) Reactant: C(=O)([O-])O.[Na+].FC(F)(F)S(O[C:12]1[CH2:13][CH2:14][N:15]([C:18]([O:20][C:21]([CH3:24])([CH3:23])[CH3:22])=[O:19])[CH2:16][CH:17]=1)(=O)=O.[C:27]([O:31][C:32]([NH:34][C:35]1[CH:40]=[CH:39][CH:38]=[CH:37][C:36]=1[NH:41][C:42](=[O:58])[C:43]1[CH:48]=[CH:47][C:46](B2OC(C)(C)C(C)(C)O2)=[CH:45][CH:44]=1)=[O:33])([CH3:30])([CH3:29])[CH3:28]. Product: [C:27]([O:31][C:32]([NH:34][C:35]1[CH:40]=[CH:39][CH:38]=[CH:37][C:36]=1[NH:41][C:42]([C:43]1[CH:48]=[CH:47][C:46]([C:12]2[CH2:13][CH2:14][N:15]([C:18]([O:20][C:21]([CH3:24])([CH3:23])[CH3:22])=[O:19])[CH2:16][CH:17]=2)=[CH:45][CH:44]=1)=[O:58])=[O:33])([CH3:30])([CH3:28])[CH3:29]. The catalyst class is: 104. (2) Reactant: [I:1][C:2]1[CH:7]=[CH:6][C:5]([OH:8])=[CH:4][CH:3]=1.[N+:9]([O-])([OH:11])=[O:10]. Product: [N+:9]([C:6]1[CH:7]=[C:2]([I:1])[CH:3]=[CH:4][C:5]=1[OH:8])([O-:11])=[O:10]. The catalyst class is: 15. (3) Reactant: [F:8][C:7]([F:10])([F:9])[C:6](O[C:6](=[O:11])[C:7]([F:10])([F:9])[F:8])=[O:11].[CH3:14][O:15][CH2:16][C:17]1([CH2:30][NH:31][C@@H:32]2[CH2:34][C@H:33]2[C:35]2[CH:40]=[CH:39][CH:38]=[CH:37][CH:36]=2)[CH2:22][CH2:21][N:20]([C:23]([O:25][C:26]([CH3:29])([CH3:28])[CH3:27])=[O:24])[CH2:19][CH2:18]1.C(N(CC)C(C)C)(C)C. Product: [CH3:14][O:15][CH2:16][C:17]1([CH2:30][N:31]([C@@H:32]2[CH2:34][C@H:33]2[C:35]2[CH:40]=[CH:39][CH:38]=[CH:37][CH:36]=2)[C:6](=[O:11])[C:7]([F:8])([F:9])[F:10])[CH2:22][CH2:21][N:20]([C:23]([O:25][C:26]([CH3:29])([CH3:27])[CH3:28])=[O:24])[CH2:19][CH2:18]1. The catalyst class is: 2. (4) Reactant: [CH3:1][S:2]([O:5][C:6]1[CH:11]=[CH:10][C:9]([N+:12]([O-])=O)=[C:8]([NH:15][CH:16]2[CH2:21][CH2:20][CH2:19][CH2:18][CH2:17]2)[N:7]=1)(=[O:4])=[O:3]. Product: [CH3:1][S:2]([O:5][C:6]1[CH:11]=[CH:10][C:9]([NH2:12])=[C:8]([NH:15][CH:16]2[CH2:17][CH2:18][CH2:19][CH2:20][CH2:21]2)[N:7]=1)(=[O:3])=[O:4]. The catalyst class is: 19. (5) The catalyst class is: 29. Reactant: [CH3:1][N:2]1[CH2:7][CH2:6][N:5]([CH2:8][CH2:9][O:10][C:11]2[CH:16]=[CH:15][C:14]([N+:17]([O-])=O)=[C:13]([CH3:20])[CH:12]=2)[CH2:4][CH2:3]1. Product: [CH3:20][C:13]1[CH:12]=[C:11]([O:10][CH2:9][CH2:8][N:5]2[CH2:6][CH2:7][N:2]([CH3:1])[CH2:3][CH2:4]2)[CH:16]=[CH:15][C:14]=1[NH2:17]. (6) Reactant: [CH2:1]([N:8]1[CH:12]=[CH:11][CH:10]=[C:9]1[C:13]1[N:18]=[C:17](Cl)[N:16]=[C:15](Cl)[N:14]=1)[C:2]1[CH:7]=[CH:6][CH:5]=[CH:4][CH:3]=1.[NH2:21][C:22]1[CH:34]=[CH:33][C:25]([C:26]([O:28][CH2:29][CH2:30][CH2:31][CH3:32])=[O:27])=[CH:24][CH:23]=1.[C:35](=[O:38])([O-])[O-:36].[K+].[K+]. Product: [CH2:1]([N:8]1[CH:12]=[CH:11][CH:10]=[C:9]1[C:13]1[N:18]=[C:17]([NH:21][C:22]2[CH:23]=[CH:24][C:25]([C:26]([O:28][CH2:29][CH2:30][CH2:31][CH3:32])=[O:27])=[CH:33][CH:34]=2)[N:16]=[C:15]([NH:21][C:22]2[CH:34]=[CH:33][C:25]([C:35]([O:36][CH2:32][CH2:31][CH2:30][CH3:29])=[O:38])=[CH:24][CH:23]=2)[N:14]=1)[C:2]1[CH:7]=[CH:6][CH:5]=[CH:4][CH:3]=1. The catalyst class is: 12. (7) Reactant: [NH2:1][C:2]1[CH:10]=[C:9]([C:11]2[CH:12]=[C:13]([NH:18][S:19]([CH3:22])(=[O:21])=[O:20])[C:14]([CH3:17])=[N:15][CH:16]=2)[CH:8]=[C:7]2[C:3]=1[CH:4]=[N:5][N:6]2S(C1C=CC=CC=1)(=O)=O.[N:32]1([CH2:38][C:39](O)=[O:40])[CH2:37][CH2:36][O:35][CH2:34][CH2:33]1.CN(C(ON1N=NC2C=CC=NC1=2)=[N+](C)C)C.F[P-](F)(F)(F)(F)F.CCN(C(C)C)C(C)C.[OH-].[Na+].Cl. Product: [CH3:17][C:14]1[N:15]=[CH:16][C:11]([C:9]2[CH:8]=[C:7]3[C:3]([CH:4]=[N:5][NH:6]3)=[C:2]([NH:1][C:39](=[O:40])[CH2:38][N:32]3[CH2:37][CH2:36][O:35][CH2:34][CH2:33]3)[CH:10]=2)=[CH:12][C:13]=1[NH:18][S:19]([CH3:22])(=[O:21])=[O:20]. The catalyst class is: 121. (8) Reactant: [F:1][C:2]1[CH:7]=[C:6]([N:8]([CH2:21][C:22]2[CH:23]=[C:24]([C:32]3[C:37]([CH3:38])=[CH:36][C:35]([O:39][CH:40]4[CH2:45][CH2:44][S:43](=[O:46])[CH2:42][CH2:41]4)=[CH:34][C:33]=3[CH3:47])[C:25]([O:28][CH:29]([CH3:31])[CH3:30])=[CH:26][CH:27]=2)[S:9]([C:12]2[CH:17]=[CH:16][CH:15]=[CH:14][C:13]=2[N+:18]([O-:20])=[O:19])(=[O:11])=[O:10])[CH:5]=[CH:4][C:3]=1[CH2:48][CH2:49][C:50]([O:52][CH2:53][CH3:54])=[O:51].ClC1C=CC=C(C(OO)=[O:63])C=1. Product: [O:46]=[S:43]1(=[O:63])[CH2:44][CH2:45][CH:40]([O:39][C:35]2[CH:34]=[C:33]([CH3:47])[C:32]([C:24]3[C:25]([O:28][CH:29]([CH3:31])[CH3:30])=[CH:26][CH:27]=[C:22]([CH2:21][N:8]([S:9]([C:12]4[CH:17]=[CH:16][CH:15]=[CH:14][C:13]=4[N+:18]([O-:20])=[O:19])(=[O:10])=[O:11])[C:6]4[CH:5]=[CH:4][C:3]([CH2:48][CH2:49][C:50]([O:52][CH2:53][CH3:54])=[O:51])=[C:2]([F:1])[CH:7]=4)[CH:23]=3)=[C:37]([CH3:38])[CH:36]=2)[CH2:41][CH2:42]1. The catalyst class is: 13.